Task: Predict the reaction yield, written as a fraction of the theoretical maximum amount of product (1.0 means a 100% yield; for example, 0.34 means a 34% yield).. Dataset: Reaction yield outcomes from USPTO patents with 853,638 reactions (1) The reactants are Br[C:2]1[C:7]2[C:8]3[CH:22]=[C:21]([C:23]4[CH:24]=[N:25][N:26]([CH3:28])[CH:27]=4)[CH:20]=[N:19][C:9]=3[N:10]([CH2:11][O:12][CH2:13][CH2:14][Si:15]([CH3:18])([CH3:17])[CH3:16])[C:6]=2[CH:5]=[N:4][C:3]=1[C:29]#[N:30].[C:31]([O:35][C:36]([N:38]1[CH2:43][CH2:42][CH:41]([SH:44])[CH2:40][CH2:39]1)=[O:37])([CH3:34])([CH3:33])[CH3:32].CC(C)([O-])C.[Na+]. The catalyst is C(COC)OC.C([O-])(=O)C.[Pd+2].C([O-])(=O)C. The product is [C:31]([O:35][C:36]([N:38]1[CH2:43][CH2:42][CH:41]([S:44][C:2]2[C:7]3[C:8]4[CH:22]=[C:21]([C:23]5[CH:24]=[N:25][N:26]([CH3:28])[CH:27]=5)[CH:20]=[N:19][C:9]=4[N:10]([CH2:11][O:12][CH2:13][CH2:14][Si:15]([CH3:18])([CH3:17])[CH3:16])[C:6]=3[CH:5]=[N:4][C:3]=2[C:29]#[N:30])[CH2:40][CH2:39]1)=[O:37])([CH3:34])([CH3:32])[CH3:33]. The yield is 0.680. (2) The reactants are [O:1]1[CH2:6][CH2:5][N:4]([C:7]2[N:12]=[C:11]([N:13]3[CH2:18][CH2:17][O:16][CH2:15][CH2:14]3)[N:10]=[C:9]([C:19]3[CH:25]=[CH:24][C:22]([NH2:23])=[CH:21][CH:20]=3)[N:8]=2)[CH2:3][CH2:2]1.[NH:26]1[CH2:30][CH2:29][NH:28][C:27]1=S. The catalyst is CN(C=O)C.C1C=CC([P]([Pd]([P](C2C=CC=CC=2)(C2C=CC=CC=2)C2C=CC=CC=2)([P](C2C=CC=CC=2)(C2C=CC=CC=2)C2C=CC=CC=2)[P](C2C=CC=CC=2)(C2C=CC=CC=2)C2C=CC=CC=2)(C2C=CC=CC=2)C2C=CC=CC=2)=CC=1.[Hg](Cl)Cl. The product is [N:4]1([C:7]2[N:12]=[C:11]([N:13]3[CH2:18][CH2:17][O:16][CH2:15][CH2:14]3)[N:10]=[C:9]([C:19]3[CH:25]=[CH:24][C:22]([NH:23][C:27]4[NH:28][CH2:29][CH2:30][N:26]=4)=[CH:21][CH:20]=3)[N:8]=2)[CH2:5][CH2:6][O:1][CH2:2][CH2:3]1. The yield is 0.220.